This data is from Peptide-MHC class II binding affinity with 134,281 pairs from IEDB. The task is: Regression. Given a peptide amino acid sequence and an MHC pseudo amino acid sequence, predict their binding affinity value. This is MHC class II binding data. The peptide sequence is GIVTMLSPMLHHWIK. The MHC is HLA-DQA10501-DQB10402 with pseudo-sequence HLA-DQA10501-DQB10402. The binding affinity (normalized) is 0.570.